From a dataset of Reaction yield outcomes from USPTO patents with 853,638 reactions. Predict the reaction yield, written as a fraction of the theoretical maximum amount of product (1.0 means a 100% yield; for example, 0.34 means a 34% yield). (1) The reactants are C[O:2][C:3](=[O:23])[C:4]1[CH:9]=[CH:8][C:7]([O:10][CH2:11][C:12]2[C:13]([C:17]3[CH:22]=[CH:21][CH:20]=[CH:19][N:18]=3)=[N:14][O:15][CH:16]=2)=[N:6][CH:5]=1.C(OC(C1C(C2C=CC=CN=2)=NOC=1)=O)C. No catalyst specified. The product is [N:18]1[CH:19]=[CH:20][CH:21]=[CH:22][C:17]=1[C:13]1[C:12]([CH2:11][O:10][C:7]2[CH:8]=[CH:9][C:4]([C:3]([OH:23])=[O:2])=[CH:5][N:6]=2)=[CH:16][O:15][N:14]=1. The yield is 0.940. (2) The reactants are [CH2:1]([C:5]1[C:9]([C:10](O)=[O:11])=[CH:8][O:7][N:6]=1)[CH2:2][CH2:3][CH3:4].C(N(CC)CC)C.C(OC(Cl)=O)C.[BH4-].[Na+]. The catalyst is C1COCC1.O.[OH-].[Na+]. The product is [CH2:1]([C:5]1[C:9]([CH2:10][OH:11])=[CH:8][O:7][N:6]=1)[CH2:2][CH2:3][CH3:4]. The yield is 0.730. (3) The reactants are [Cl:1][C:2]1[CH:3]=[C:4]([CH:8]=[C:9]([CH3:11])[N:10]=1)[C:5]([OH:7])=O.P(Cl)(Cl)(Cl)=O.[F:17][C:18]1[CH:23]=[CH:22][C:21]([C:24]2[N:25]=[C:26]3[CH:31]=[CH:30][CH:29]=[N:28][N:27]3[C:32]=2[C:33]2[CH:38]=[CH:37][N:36]=[C:35]([NH2:39])[CH:34]=2)=[CH:20][C:19]=1[CH3:40].C(N(CC)CC)C.C(=O)([O-])O.[Na+]. The catalyst is O1CCCC1. The product is [Cl:1][C:2]1[CH:3]=[C:4]([CH:8]=[C:9]([CH3:11])[N:10]=1)[C:5]([NH:39][C:35]1[CH:34]=[C:33]([C:32]2[N:27]3[N:28]=[CH:29][CH:30]=[CH:31][C:26]3=[N:25][C:24]=2[C:21]2[CH:22]=[CH:23][C:18]([F:17])=[C:19]([CH3:40])[CH:20]=2)[CH:38]=[CH:37][N:36]=1)=[O:7]. The yield is 0.920. (4) The yield is 0.840. The product is [CH3:1][O:2][C:3]1[CH:4]=[CH:5][CH:6]=[CH:7][C:8]=1[O:9][CH2:10][CH2:11][NH:12][CH2:20][CH:21]([OH:37])[CH2:22][O:23][C:24]1[CH:25]=[CH:26][CH:27]=[C:28]2[NH:36][C:35]3[CH:34]=[CH:33][CH:32]=[CH:31][C:30]=3[C:29]=12. The reactants are [CH3:1][O:2][C:3]1[C:8]([O:9][CH2:10][CH2:11][N:12]([CH2:20][CH:21]([OH:37])[CH2:22][O:23][C:24]2[C:29]3[C:30]4[C:35]([NH:36][C:28]=3[CH:27]=[CH:26][CH:25]=2)=[CH:34][CH:33]=[CH:32][CH:31]=4)CC2C=CC=CC=2)=[CH:7][CH:6]=[CH:5][CH:4]=1.C(OCC)(=O)C. The catalyst is [Pd].O. (5) The product is [CH3:13][C:12]([N+:14]([O-:16])=[O:15])([CH3:17])[CH2:11][C:8]1[N:4]2[CH:5]=[CH:6][CH:7]=[C:2]([C:23]3[CH:24]=[CH:25][C:20]([C:19]([F:30])([F:29])[F:18])=[CH:21][CH:22]=3)[C:3]2=[N:10][CH:9]=1. The reactants are Br[C:2]1[C:3]2[N:4]([C:8]([CH2:11][C:12]([CH3:17])([N+:14]([O-:16])=[O:15])[CH3:13])=[CH:9][N:10]=2)[CH:5]=[CH:6][CH:7]=1.[F:18][C:19]([F:30])([F:29])[C:20]1[CH:25]=[CH:24][C:23](B(O)O)=[CH:22][CH:21]=1. The yield is 1.00. No catalyst specified. (6) The reactants are [F:1][C:2]1[CH:10]=[CH:9][C:5]([C:6](O)=[O:7])=[C:4]([CH3:11])[CH:3]=1.S(Cl)([Cl:14])=O. No catalyst specified. The product is [F:1][C:2]1[CH:10]=[CH:9][C:5]([C:6]([Cl:14])=[O:7])=[C:4]([CH3:11])[CH:3]=1. The yield is 0.860.